This data is from Full USPTO retrosynthesis dataset with 1.9M reactions from patents (1976-2016). The task is: Predict the reactants needed to synthesize the given product. (1) Given the product [Cl:3][C:4]1[CH:34]=[CH:33][C:7]([CH2:8][O:9][C:10]2[CH:15]=[CH:14][N:13]([C:16]3[CH:17]=[CH:18][C:19]4[N:23]=[C:22]([CH:24]5[CH2:26][CH:25]5[C:27]([O:29][CH3:35])=[O:28])[N:21]([CH3:30])[C:20]=4[CH:31]=3)[C:12](=[O:32])[CH:11]=2)=[CH:6][CH:5]=1, predict the reactants needed to synthesize it. The reactants are: IC.[Cl:3][C:4]1[CH:34]=[CH:33][C:7]([CH2:8][O:9][C:10]2[CH:15]=[CH:14][N:13]([C:16]3[CH:17]=[CH:18][C:19]4[N:23]=[C:22]([CH:24]5[CH2:26][CH:25]5[C:27]([OH:29])=[O:28])[N:21]([CH3:30])[C:20]=4[CH:31]=3)[C:12](=[O:32])[CH:11]=2)=[CH:6][CH:5]=1.[C:35](=O)([O-])[O-].[K+].[K+]. (2) Given the product [Br:21][C:22]1[CH:23]=[C:24]([C:28]2([C:7]3[CH:8]=[C:9]([CH3:20])[C:10]([O:16][CH:17]([F:19])[F:18])=[C:11]([CH:13]4[CH2:15][CH2:14]4)[CH:12]=3)[C:36]3[C:37](=[N:38][CH:39]=[CH:40][CH:41]=3)[C:42]([NH2:43])=[N:29]2)[CH:25]=[CH:26][CH:27]=1, predict the reactants needed to synthesize it. The reactants are: C([Li])CCC.Br[C:7]1[CH:8]=[C:9]([CH3:20])[C:10]([O:16][CH:17]([F:19])[F:18])=[C:11]([CH:13]2[CH2:15][CH2:14]2)[CH:12]=1.[Br:21][C:22]1[CH:23]=[C:24]([C:28]([C:36]2[C:37]([C:42]#[N:43])=[N:38][CH:39]=[CH:40][CH:41]=2)=[N:29]S(C(C)(C)C)=O)[CH:25]=[CH:26][CH:27]=1.Cl. (3) Given the product [F:16][C:2]([F:1])([F:17])[C:3]1[CH:4]=[C:5]([CH:9]=[C:10]([C:12]([F:15])([F:14])[F:13])[CH:11]=1)[C:6]([NH:52][CH2:53][C@H:54]1[CH2:55][CH2:56][C@H:57]([NH:58][C:37](=[O:43])[O:38][C:39]([CH3:42])([CH3:41])[CH3:40])[CH2:19][CH2:18]1)=[O:8], predict the reactants needed to synthesize it. The reactants are: [F:1][C:2]([F:17])([F:16])[C:3]1[CH:4]=[C:5]([CH:9]=[C:10]([C:12]([F:15])([F:14])[F:13])[CH:11]=1)[C:6]([OH:8])=O.[CH3:18][CH2:19]N(C(C)C)C(C)C.NC[C@H]1CC[C@H](CN[C:37](=[O:43])[O:38][C:39]([CH3:42])([CH3:41])[CH3:40])CC1.CN(C(O[N:52]1N=N[C:54]2[CH:55]=[CH:56][CH:57]=[N:58][C:53]1=2)=[N+](C)C)C.F[P-](F)(F)(F)(F)F. (4) Given the product [CH2:19]([NH:21][C:13](=[O:15])[C:12]1[CH:11]=[CH:10][C:9]([B:4]2[O:5][C:6]([CH3:7])([CH3:8])[C:2]([CH3:1])([CH3:18])[O:3]2)=[CH:17][CH:16]=1)[CH3:20], predict the reactants needed to synthesize it. The reactants are: [CH3:1][C:2]1([CH3:18])[C:6]([CH3:8])([CH3:7])[O:5][B:4]([C:9]2[CH:17]=[CH:16][C:12]([C:13]([OH:15])=O)=[CH:11][CH:10]=2)[O:3]1.[CH2:19]([NH2:21])[CH3:20]. (5) The reactants are: C([N:9]1[CH:13]=[C:12]([C:14]2[C:22]3[C:17](=[N:18][CH:19]=[C:20]([C:23]4[CH:28]=[CH:27][C:26]([N:29]5[CH2:34][CH2:33][N:32](C(OC(C)(C)C)=O)[CH2:31][CH2:30]5)=[CH:25][CH:24]=4)[CH:21]=3)[N:16]([S:42]([C:45]3[CH:51]=[CH:50][C:48]([CH3:49])=[CH:47][CH:46]=3)(=[O:44])=[O:43])[CH:15]=2)[CH:11]=[N:10]1)CC1C=CC=CC=1. Given the product [CH2:20]([N:9]1[CH:13]=[C:12]([C:14]2[C:22]3[C:17](=[N:18][CH:19]=[C:20]([C:23]4[CH:24]=[CH:25][C:26]([N:29]5[CH2:34][CH2:33][NH:32][CH2:31][CH2:30]5)=[CH:27][CH:28]=4)[CH:21]=3)[N:16]([S:42]([C:45]3[CH:46]=[CH:47][C:48]([CH3:49])=[CH:50][CH:51]=3)(=[O:43])=[O:44])[CH:15]=2)[CH:11]=[N:10]1)[C:23]1[CH:28]=[CH:27][CH:26]=[CH:25][CH:24]=1, predict the reactants needed to synthesize it. (6) Given the product [CH3:8][C:9]1[N:10]([CH2:29][CH:30]2[CH2:31][CH2:32][N:33]([C:36](=[O:45])[CH2:37][CH2:38][C:39]3[CH:44]=[CH:43][CH:42]=[CH:41][CH:40]=3)[CH2:34][CH2:35]2)[C:11]2[C:16]([CH:17]=1)=[CH:15][C:14]([C:18]1[CH:19]=[N:20][N:21]([CH:23]3[CH2:28][CH2:27][CH2:26][CH2:25][O:24]3)[CH:22]=1)=[CH:13][CH:12]=2, predict the reactants needed to synthesize it. The reactants are: C(N(CC)CC)C.[CH3:8][C:9]1[N:10]([CH2:29][CH:30]2[CH2:35][CH2:34][NH:33][CH2:32][CH2:31]2)[C:11]2[C:16]([CH:17]=1)=[CH:15][C:14]([C:18]1[CH:19]=[N:20][N:21]([CH:23]3[CH2:28][CH2:27][CH2:26][CH2:25][O:24]3)[CH:22]=1)=[CH:13][CH:12]=2.[C:36](Cl)(=[O:45])[CH2:37][CH2:38][C:39]1[CH:44]=[CH:43][CH:42]=[CH:41][CH:40]=1.C(=O)(O)[O-].[Na+].